Predict the reactants needed to synthesize the given product. From a dataset of Full USPTO retrosynthesis dataset with 1.9M reactions from patents (1976-2016). (1) Given the product [N+:20]([C:17]1[CH:16]=[C:15]([N+:23]([O-:25])=[O:24])[CH:14]=[CH:19][C:18]=1[S:8][CH2:9][C:10]([OH:12])=[O:11])([O-:22])=[O:21], predict the reactants needed to synthesize it. The reactants are: CCN(CC)CC.[SH:8][CH2:9][C:10]([OH:12])=[O:11].Cl[C:14]1[CH:19]=[CH:18][C:17]([N+:20]([O-:22])=[O:21])=[CH:16][C:15]=1[N+:23]([O-:25])=[O:24].O. (2) Given the product [CH3:1][CH:2]([CH3:4])/[CH:3]=[C:9](\[CH2:10][CH2:11][CH2:12][CH2:13][CH3:14])/[C:7](=[O:6])[CH3:8], predict the reactants needed to synthesize it. The reactants are: [CH:1](=O)[CH:2]([CH3:4])[CH3:3].[O:6]=[C:7]([CH:9](P(=O)(OCC)OCC)[CH2:10][CH2:11][CH2:12][CH2:13][CH3:14])[CH3:8].